This data is from Reaction yield outcomes from USPTO patents with 853,638 reactions. The task is: Predict the reaction yield, written as a fraction of the theoretical maximum amount of product (1.0 means a 100% yield; for example, 0.34 means a 34% yield). The reactants are Cl[C:2]1[C:11]2[CH2:10][CH2:9][CH2:8][CH2:7][C:6]=2[C:5]([Cl:12])=[N:4][N:3]=1.[Cl-].[F:14][C:15]1[CH:22]=[CH:21][C:18]([CH2:19][Zn+])=[CH:17][CH:16]=1. The catalyst is C1COCC1. The product is [Cl:12][C:5]1[C:6]2[CH2:7][CH2:8][CH2:9][CH2:10][C:11]=2[C:2]([CH2:19][C:18]2[CH:21]=[CH:22][C:15]([F:14])=[CH:16][CH:17]=2)=[N:3][N:4]=1. The yield is 0.300.